This data is from Tyrosyl-DNA phosphodiesterase HTS with 341,365 compounds. The task is: Binary Classification. Given a drug SMILES string, predict its activity (active/inactive) in a high-throughput screening assay against a specified biological target. The compound is o1c(ccc1)/C=N\Nc1nn2c(nnc2)cc1. The result is 0 (inactive).